The task is: Predict the reactants needed to synthesize the given product.. This data is from Full USPTO retrosynthesis dataset with 1.9M reactions from patents (1976-2016). (1) Given the product [Br:1][C:2]1[CH:3]=[CH:4][C:5]([S:8]([NH2:12])(=[O:10])=[O:9])=[N:6][CH:7]=1, predict the reactants needed to synthesize it. The reactants are: [Br:1][C:2]1[CH:3]=[CH:4][C:5]([S:8](Cl)(=[O:10])=[O:9])=[N:6][CH:7]=1.[NH4+:12].[OH-]. (2) Given the product [F:1][C:2]1[CH:3]=[C:4]([CH:7]=[CH:8][C:9]=1[O:10][CH2:11][C:12]1[CH:17]=[CH:16][CH:15]=[CH:14][CH:13]=1)[CH:5]=[O:6], predict the reactants needed to synthesize it. The reactants are: [F:1][C:2]1[CH:3]=[C:4]([CH:7]=[CH:8][C:9]=1[OH:10])[CH:5]=[O:6].[CH2:11](Cl)[C:12]1[CH:17]=[CH:16][CH:15]=[CH:14][CH:13]=1. (3) Given the product [F:38][CH:2]([F:1])[O:3][C:4]1[CH:5]=[CH:6][C:7]([C:10]2[CH:11]=[N:12][C:13]([NH:16][C:17]3[CH:18]=[CH:19][C:20]([CH:23]([CH2:36][OH:37])[C:24]([N:26]4[CH2:31][CH2:30][N:29]([CH3:40])[CH:28]([C:32]([F:35])([F:34])[F:33])[CH2:27]4)=[O:25])=[CH:21][CH:22]=3)=[N:14][CH:15]=2)=[CH:8][CH:9]=1, predict the reactants needed to synthesize it. The reactants are: [F:1][CH:2]([F:38])[O:3][C:4]1[CH:9]=[CH:8][C:7]([C:10]2[CH:11]=[N:12][C:13]([NH:16][C:17]3[CH:22]=[CH:21][C:20]([CH:23]([CH2:36][OH:37])[C:24]([N:26]4[CH2:31][CH2:30][NH:29][CH:28]([C:32]([F:35])([F:34])[F:33])[CH2:27]4)=[O:25])=[CH:19][CH:18]=3)=[N:14][CH:15]=2)=[CH:6][CH:5]=1.F[CH:40](F)OC1C=CC(C2C=NC(NC3C=CC(C(CO)C(NCCF)=O)=CC=3)=NC=2)=CC=1.C=O.[O-]S([O-])(=O)=O.[Na+].[Na+]. (4) Given the product [CH2:9]([N:6]1[CH:7]=[CH:8][C:4]([NH2:1])=[N:5]1)[CH2:10][CH:11]([CH3:13])[CH3:12], predict the reactants needed to synthesize it. The reactants are: [N+:1]([C:4]1[CH:8]=[CH:7][N:6]([CH2:9][CH2:10][CH:11]([CH3:13])[CH3:12])[N:5]=1)([O-])=O.CO.[H][H]. (5) Given the product [O:3]1[CH:7]=[CH:6][C:5]([C:8]([N:10]2[CH2:14][CH2:13][CH2:12][C@H:11]2[C:15]([OH:17])=[O:16])=[O:9])=[CH:4]1, predict the reactants needed to synthesize it. The reactants are: [OH-].[Na+].[O:3]1[CH:7]=[CH:6][C:5]([C:8]([N:10]2[CH2:14][CH2:13][CH2:12][C@H:11]2[C:15]([O:17]C)=[O:16])=[O:9])=[CH:4]1.Cl. (6) The reactants are: [CH2:1]([CH:3]([O:6][C:7]1[C:12]([C:13]([OH:15])=O)=[C:11]([NH:16][C:17]2[C:22]([CH3:23])=[CH:21][C:20]([CH3:24])=[CH:19][C:18]=2[CH3:25])[N:10]=[C:9]([CH3:26])[CH:8]=1)[CH2:4][CH3:5])[CH3:2].C([N:29]1[CH:33]=[CH:32][N:31]=[CH:30]1)([N:29]1[CH:33]=[CH:32][N:31]=[CH:30]1)=O. Given the product [CH2:1]([CH:3]([O:6][C:7]1[CH:8]=[C:9]([CH3:26])[N:10]=[C:11]([NH:16][C:17]2[C:18]([CH3:25])=[CH:19][C:20]([CH3:24])=[CH:21][C:22]=2[CH3:23])[C:12]=1[C:13]([N:29]1[CH:33]=[CH:32][N:31]=[CH:30]1)=[O:15])[CH2:4][CH3:5])[CH3:2], predict the reactants needed to synthesize it. (7) Given the product [Br:1][C:16]1[C:12]([C:6]2[CH:7]=[CH:8][C:9]([O:10][CH3:11])=[C:4]([F:3])[CH:5]=2)=[N:13][S:14][C:15]=1[NH:17][C:18]([C@@H:20]1[CH2:22][C@H:21]1[CH3:23])=[O:19], predict the reactants needed to synthesize it. The reactants are: [Br:1]Br.[F:3][C:4]1[CH:5]=[C:6]([C:12]2[CH:16]=[C:15]([NH:17][C:18]([C@@H:20]3[CH2:22][C@H:21]3[CH3:23])=[O:19])[S:14][N:13]=2)[CH:7]=[CH:8][C:9]=1[O:10][CH3:11].[O-]S([O-])(=S)=O.[Na+].[Na+]. (8) Given the product [Cl:1][C:2]1[C:9]([CH3:10])=[C:8]([C:11]2[C@@H:12]([O:20][CH2:21][CH2:22][F:23])[C@@H:13]3[C@H:18]([F:30])[CH2:17][CH2:16][N:14]3[N:15]=2)[CH:7]=[CH:6][C:3]=1[C:4]#[N:5], predict the reactants needed to synthesize it. The reactants are: [Cl:1][C:2]1[C:9]([CH3:10])=[C:8]([C:11]2[C@@H:12]([O:20][CH2:21][CH2:22][F:23])[C@@H:13]3[C@@H:18](O)[CH2:17][CH2:16][N:14]3[N:15]=2)[CH:7]=[CH:6][C:3]=1[C:4]#[N:5].CCN(S(F)(F)[F:30])CC.